This data is from Reaction yield outcomes from USPTO patents with 853,638 reactions. The task is: Predict the reaction yield, written as a fraction of the theoretical maximum amount of product (1.0 means a 100% yield; for example, 0.34 means a 34% yield). (1) The product is [C:18]([O:17][C:15](=[O:16])[NH:10][CH3:8])([CH3:21])([CH3:20])[CH3:19]. The catalyst is C(Cl)Cl. The yield is 0.840. The reactants are CN.C1COCC1.[CH2:8]([N:10](CC)CC)C.[C:15](O[C:15]([O:17][C:18]([CH3:21])([CH3:20])[CH3:19])=[O:16])([O:17][C:18]([CH3:21])([CH3:20])[CH3:19])=[O:16]. (2) The reactants are [NH2:1][C:2]1[CH:6]=[CH:5][O:4][C:3]=1[C:7]([O:9][CH3:10])=[O:8].ClS([N:15]=[C:16]=[O:17])(=O)=O.[C:18]([O-])(O)=O.[Na+]. The catalyst is ClCCl. The product is [NH:1]([C:2]1[CH:6]=[CH:5][O:4][C:3]=1[C:7]([O:9][CH2:10][CH3:18])=[O:8])[C:16]([NH2:15])=[O:17]. The yield is 0.920. (3) The reactants are [CH3:1][CH:2]([CH3:10])[CH2:3][C:4](=[O:9])[CH2:5][C:6](=[O:8])[CH3:7].[Br:11][C:12]1[CH:13]=[C:14]([CH:17]=[CH:18][C:19]=1[F:20])[CH:15]=O. The catalyst is C1(C)C=CC=CC=1.N1CCCCC1.C(O)(=O)C. The product is [Br:11][C:12]1[CH:13]=[C:14]([CH:17]=[CH:18][C:19]=1[F:20])[CH:15]=[C:5]([C:4](=[O:9])[CH2:3][CH:2]([CH3:10])[CH3:1])[C:6](=[O:8])[CH3:7]. The yield is 0.530. (4) The reactants are [Br:1][C:2]1[CH:14]=[CH:13][C:5]([O:6][CH2:7][C@:8]([CH3:12])([OH:11])[CH2:9][OH:10])=[CH:4][CH:3]=1.[C:15]1(C)[CH:20]=CC(S(O)(=O)=O)=C[CH:16]=1. The catalyst is CC(C)=O. The product is [Br:1][C:2]1[CH:3]=[CH:4][C:5]([O:6][CH2:7][C@@:8]2([CH3:12])[CH2:9][O:10][C:15]([CH3:20])([CH3:16])[O:11]2)=[CH:13][CH:14]=1. The yield is 0.820. (5) The reactants are [C:1]([O:5][C:6]([NH:8][CH:9]([CH3:16])[CH2:10]OS(C)(=O)=O)=[O:7])([CH3:4])([CH3:3])[CH3:2].[NH:17]1[CH2:22][CH2:21][O:20][CH2:19][CH2:18]1.C([O-])([O-])=O.[K+].[K+]. The catalyst is CC#N. The product is [C:1]([O:5][C:6](=[O:7])[NH:8][CH:9]([CH3:16])[CH2:10][N:17]1[CH2:22][CH2:21][O:20][CH2:19][CH2:18]1)([CH3:4])([CH3:3])[CH3:2]. The yield is 0.620. (6) The reactants are C[O:2][C:3]([C@@H:5]1[CH2:10][CH2:9][C@@H:8]([O:11][Si:12]([C:25]([CH3:28])([CH3:27])[CH3:26])([C:19]2[CH:24]=[CH:23][CH:22]=[CH:21][CH:20]=2)[C:13]2[CH:18]=[CH:17][CH:16]=[CH:15][CH:14]=2)[CH2:7][C@H:6]1[C:29]([O:31][C:32]([CH3:35])([CH3:34])[CH3:33])=[O:30])=[O:4].[Li+].[OH-].Cl. The catalyst is C1COCC1.O. The product is [C:32]([O:31][C:29]([C@@H:6]1[CH2:7][C@H:8]([O:11][Si:12]([C:25]([CH3:28])([CH3:27])[CH3:26])([C:19]2[CH:20]=[CH:21][CH:22]=[CH:23][CH:24]=2)[C:13]2[CH:14]=[CH:15][CH:16]=[CH:17][CH:18]=2)[CH2:9][CH2:10][C@H:5]1[C:3]([OH:4])=[O:2])=[O:30])([CH3:35])([CH3:33])[CH3:34]. The yield is 0.630. (7) The reactants are [Cl:1][C:2]1[CH:13]=[CH:12][C:5]([CH:6]=[C:7]([C:10]#[N:11])[C:8]#[N:9])=[CH:4][CH:3]=1.[CH:14]([Mg]Br)([CH3:16])[CH3:15].Cl. The catalyst is O1CCCC1.[Cu]I. The product is [Cl:1][C:2]1[CH:3]=[CH:4][C:5]([CH:6]([CH:7]([C:8]#[N:9])[C:10]#[N:11])[CH:14]([CH3:16])[CH3:15])=[CH:12][CH:13]=1. The yield is 0.520. (8) The reactants are Cl[C:2]1[N:7]=[C:6]([NH:8][C:9]2[CH:18]=[CH:17][CH:16]=[CH:15][C:10]=2[C:11]([NH:13][CH3:14])=[O:12])[C:5]([Cl:19])=[CH:4][N:3]=1.[NH2:20][C:21]1[CH:22]=[C:23]([CH:33]=[CH:34][CH:35]=1)[CH2:24][NH:25][C:26](=[O:32])[O:27][C:28]([CH3:31])([CH3:30])[CH3:29].CC(C1C=C(C(C)C)C(C2C=CC=CC=2P(C2CCCCC2)C2CCCCC2)=C(C(C)C)C=1)C.C([O-])([O-])=O.[K+].[K+]. The catalyst is C1C=CC(/C=C/C(/C=C/C2C=CC=CC=2)=O)=CC=1.C1C=CC(/C=C/C(/C=C/C2C=CC=CC=2)=O)=CC=1.C1C=CC(/C=C/C(/C=C/C2C=CC=CC=2)=O)=CC=1.[Pd].[Pd]. The product is [Cl:19][C:5]1[C:6]([NH:8][C:9]2[CH:18]=[CH:17][CH:16]=[CH:15][C:10]=2[C:11](=[O:12])[NH:13][CH3:14])=[N:7][C:2]([NH:20][C:21]2[CH:22]=[C:23]([CH:33]=[CH:34][CH:35]=2)[CH2:24][NH:25][C:26](=[O:32])[O:27][C:28]([CH3:31])([CH3:30])[CH3:29])=[N:3][CH:4]=1. The yield is 0.230. (9) The reactants are [F:1][C:2]([F:48])([F:47])[S:3]([O:6][C:7]1[C:8]([CH3:46])([CH3:45])[C@H:9]2[C@:22]([CH3:25])([CH2:23][CH:24]=1)[C@@H:21]1[C@:12]([CH3:44])([C@@:13]3([CH3:43])[C@H:18]([CH2:19][CH2:20]1)[C@H:17]1[C@H:26]([C:29]([CH3:31])=[CH2:30])[CH2:27][CH2:28][C@:16]1(NCCN1CCS(=O)(=O)CC1)[CH2:15][CH2:14]3)[CH2:11][CH2:10]2)(=[O:5])=[O:4].C[C@]12[C@@]3(C)[C@@H]([C@]4(C)[C@@H](CC3)C(C)(C)[C:62](=[O:71])CC4)CCC1[C@H]1[C@H](C(C)=C)CC[C@]1(C=O)CC2. No catalyst specified. The product is [F:48][C:2]([F:47])([F:1])[S:3]([O:6][C:7]1[C:8]([CH3:46])([CH3:45])[C@H:9]2[C@:22]([CH3:25])([CH2:23][CH:24]=1)[C@@H:21]1[C@:12]([CH3:44])([C@@:13]3([CH3:43])[C@H:18]([CH2:19][CH2:20]1)[C@H:17]1[C@H:26]([C:29]([CH3:31])=[CH2:30])[CH2:27][CH2:28][C@:16]1([CH:62]=[O:71])[CH2:15][CH2:14]3)[CH2:11][CH2:10]2)(=[O:4])=[O:5]. The yield is 0.710.